From a dataset of Reaction yield outcomes from USPTO patents with 853,638 reactions. Predict the reaction yield, written as a fraction of the theoretical maximum amount of product (1.0 means a 100% yield; for example, 0.34 means a 34% yield). (1) The reactants are [OH:1][C:2]1[CH:9]=[CH:8][CH:7]=[CH:6][C:3]=1[C:4]#[N:5].FC(F)(F)S(O)(=O)=O.[I:18]N1C(=O)CCC1=O.O. The catalyst is C(#N)C. The product is [OH:1][C:2]1[CH:9]=[CH:8][C:7]([I:18])=[CH:6][C:3]=1[C:4]#[N:5]. The yield is 0.850. (2) The reactants are [Cl:1][C:2]1[CH:3]=[C:4](I)[CH:5]=[C:6]2[C:11]=1[O:10][CH:9]([C:12]([F:15])([F:14])[F:13])[C:8]([C:16]([O:18]CC)=[O:17])=[CH:7]2.[CH2:22]1COC[CH2:23]1.CO.O[Li].O.Cl. The catalyst is O. The product is [Cl:1][C:2]1[CH:3]=[C:4]([C:22]#[CH:23])[CH:5]=[C:6]2[C:11]=1[O:10][CH:9]([C:12]([F:15])([F:14])[F:13])[C:8]([C:16]([OH:18])=[O:17])=[CH:7]2. The yield is 0.437. (3) The reactants are [Cl:1][C:2]1[CH:31]=[C:30]([Cl:32])[CH:29]=[CH:28][C:3]=1[O:4][C:5]1[CH:10]=[CH:9][CH:8]=[CH:7][C:6]=1[NH:11][S:12]([C:15]1[CH:27]=[CH:26][C:18]([C:19]([NH:21][CH2:22][C:23](O)=[O:24])=[O:20])=[CH:17][CH:16]=1)(=[O:14])=[O:13].[CH3:33][N:34]([CH3:37])[CH:35]=O.[CH3:38][N:39](C(ON1N=NC2C=CC=CC1=2)=[N+](C)C)[CH3:40].F[P-](F)(F)(F)(F)F.[CH2:62]([N:64]([CH2:67][CH3:68])[CH2:65]C)[CH3:63]. The catalyst is ClCCl. The product is [Cl:1][C:2]1[CH:31]=[C:30]([Cl:32])[CH:29]=[CH:28][C:3]=1[O:4][C:5]1[CH:10]=[CH:9][CH:8]=[CH:7][C:6]=1[NH:11][S:12]([C:15]1[CH:16]=[CH:17][C:18]([C:19]([NH:21][CH2:22][C:23](=[O:24])[N:39]2[CH2:40][CH2:35][N:34]([CH2:37][CH2:65][N:64]3[CH2:67][CH2:68][CH2:63][CH2:62]3)[CH2:33][CH2:38]2)=[O:20])=[CH:26][CH:27]=1)(=[O:14])=[O:13]. The yield is 0.820. (4) The reactants are C1(C2NN=C(NC3C(=O)N(C)C=C(C4C=CN=C(N5CCN6C7CCCCC=7C=C6C5=O)C=4CO)C=3)C=2)CC1.C([O-])(=O)C.C([O:47][CH2:48][C:49]1[C:50]([N:81]2[CH2:93][CH2:92][N:84]3[C:85]4[CH2:86][CH2:87][CH2:88][CH2:89][C:90]=4[CH:91]=[C:83]3[C:82]2=[O:94])=[N:51][CH:52]=[CH:53][C:54]=1[C:55]1[CH:60]=[C:59]([NH:61][C:62]2[CH:67]=[CH:66][C:65]([N:68]3[CH2:73][CH2:72][N:71]([CH2:74][C:75]([OH:78])([CH3:77])[CH3:76])[CH2:70][CH2:69]3)=[CH:64][N:63]=2)[C:58](=[O:79])[N:57]([CH3:80])[CH:56]=1)(=O)C.O[Li].O. The catalyst is CC(O)C.C1COCC1.O. The product is [OH:78][C:75]([CH3:77])([CH3:76])[CH2:74][N:71]1[CH2:72][CH2:73][N:68]([C:65]2[CH:66]=[CH:67][C:62]([NH:61][C:59]3[C:58](=[O:79])[N:57]([CH3:80])[CH:56]=[C:55]([C:54]4[CH:53]=[CH:52][N:51]=[C:50]([N:81]5[CH2:93][CH2:92][N:84]6[C:85]7[CH2:86][CH2:87][CH2:88][CH2:89][C:90]=7[CH:91]=[C:83]6[C:82]5=[O:94])[C:49]=4[CH2:48][OH:47])[CH:60]=3)=[N:63][CH:64]=2)[CH2:69][CH2:70]1. The yield is 0.420.